From a dataset of Full USPTO retrosynthesis dataset with 1.9M reactions from patents (1976-2016). Predict the reactants needed to synthesize the given product. Given the product [CH:1]1([C:4]2[C:9]([C:10]([NH:51][CH2:52][C@H:53]3[CH2:58][CH2:57][CH2:56][CH2:55][C@@H:54]3[OH:59])=[O:12])=[C:8]([CH3:13])[CH:7]=[C:6]([N:14]3[CH2:19][CH2:18][O:17][CH2:16][CH2:15]3)[N:5]=2)[CH2:2][CH2:3]1, predict the reactants needed to synthesize it. The reactants are: [CH:1]1([C:4]2[C:9]([C:10]([OH:12])=O)=[C:8]([CH3:13])[CH:7]=[C:6]([N:14]3[CH2:19][CH2:18][O:17][CH2:16][CH2:15]3)[N:5]=2)[CH2:3][CH2:2]1.C(N(C(C)C)C(C)C)C.C(N=C=NCCCN(C)C)C.O.ON1C2C=CC=CC=2N=N1.[NH2:51][CH2:52][C@H:53]1[CH2:58][CH2:57][CH2:56][CH2:55][C@@H:54]1[OH:59].